From a dataset of Full USPTO retrosynthesis dataset with 1.9M reactions from patents (1976-2016). Predict the reactants needed to synthesize the given product. (1) Given the product [C:1]([O:5][C:6](=[O:16])[CH:7]([C:8]1[CH:9]=[CH:19][CH:17]=[CH:18][CH:10]=1)[CH2:11][S:12]([Cl:15])(=[O:13])=[O:14])([CH3:3])([CH3:4])[CH3:2], predict the reactants needed to synthesize it. The reactants are: [C:1]([O:5][C:6](=[O:16])[CH:7]([CH2:11][S:12]([Cl:15])(=[O:14])=[O:13])[CH:8]([CH3:10])[CH3:9])([CH3:4])([CH3:3])[CH3:2].[C:17](OC(=O)C(C1C=CC=CC=1)CSC(=O)C)(C)([CH3:19])[CH3:18]. (2) The reactants are: [H-].[Na+].[C:3]([O:7][C:8]([N:10]1[CH2:15][CH:14]([C:16]2[CH:21]=[C:20]([F:22])[CH:19]=[C:18]([F:23])[CH:17]=2)[NH:13][C:12](=[O:24])[C@H:11]1[CH2:25][CH:26]1[CH2:32][CH2:31][CH2:30][CH2:29][CH2:28][CH2:27]1)=[O:9])([CH3:6])([CH3:5])[CH3:4].Br[CH2:34][C:35]([O:37][CH3:38])=[O:36].O. Given the product [C:3]([O:7][C:8]([N:10]1[CH2:15][CH:14]([C:16]2[CH:21]=[C:20]([F:22])[CH:19]=[C:18]([F:23])[CH:17]=2)[N:13]([CH2:34][C:35]([O:37][CH3:38])=[O:36])[C:12](=[O:24])[C@H:11]1[CH2:25][CH:26]1[CH2:32][CH2:31][CH2:30][CH2:29][CH2:28][CH2:27]1)=[O:9])([CH3:6])([CH3:4])[CH3:5], predict the reactants needed to synthesize it. (3) Given the product [ClH:67].[ClH:67].[NH2:8][C@H:9]1[CH2:14][CH2:13][C@H:12]([N:15]([C:19]2[CH:24]=[C:23]([CH2:25][CH2:26][CH2:27][C:28]([NH:30][C:31]3[CH:32]=[N:33][C:34]([CH2:37][NH:38][CH2:39][C@H:40]([OH:53])[C:41]4[CH:50]=[CH:49][C:48]([OH:51])=[C:47]5[C:42]=4[CH:43]=[CH:44][C:45](=[O:52])[NH:46]5)=[CH:35][CH:36]=3)=[O:29])[CH:22]=[CH:21][C:20]=2[C:61]2[CH:62]=[CH:63][CH:64]=[CH:65][CH:66]=2)[C:16](=[O:17])[OH:18])[CH2:11][CH2:10]1, predict the reactants needed to synthesize it. The reactants are: C(OC([NH:8][C@H:9]1[CH2:14][CH2:13][C@H:12]([N:15]([C:19]2[CH:24]=[C:23]([CH2:25][CH2:26][CH2:27][C:28]([NH:30][C:31]3[CH:32]=[N:33][C:34]([CH2:37][NH:38][CH2:39][C@H:40]([O:53][Si](C(C)(C)C)(C)C)[C:41]4[CH:50]=[CH:49][C:48]([OH:51])=[C:47]5[C:42]=4[CH:43]=[CH:44][C:45](=[O:52])[NH:46]5)=[CH:35][CH:36]=3)=[O:29])[CH:22]=[CH:21][C:20]=2[C:61]2[CH:66]=[CH:65][CH:64]=[CH:63][CH:62]=2)[C:16](=[O:18])[O-:17])[CH2:11][CH2:10]1)=O)(C)(C)C.[ClH:67].CN[C@H]1CC[C@H](N(C2C=C(CCCN3C4C=CC(C#N)=CC=4N=N3)C=CC=2C2C=CC=CC=2)C(=O)[O-])CC1.